Dataset: Reaction yield outcomes from USPTO patents with 853,638 reactions. Task: Predict the reaction yield, written as a fraction of the theoretical maximum amount of product (1.0 means a 100% yield; for example, 0.34 means a 34% yield). (1) The reactants are C([N:4]([CH:7]([CH3:9])[CH3:8])CC)(C)C.BrCC(C1[CH:23]=[CH:22][C:21]2[C:16](=[CH:17][CH:18]=[C:19]([Br:24])[CH:20]=2)[CH:15]=1)=O.[CH3:25][O:26][C:27]([NH:29][C@@H:30]1[CH:38]2[C:39](=[O:46])[CH2:40][C@H:41]([C:43](O)=O)[CH2:42][N:36]3[C:37]2=[C:33]([CH:34]=[CH:35]3)[CH2:32][CH2:31]1)=[O:28].C([O-])(=O)C.[NH4+:51]. The catalyst is C(#N)C. The product is [Br:24][C:19]1[CH:20]=[C:21]2[C:16](=[CH:17][CH:18]=1)[CH:15]=[C:9]([C:7]1[N:4]=[C:43]([C@@H:41]3[CH2:42][N:36]4[C:37]5[CH:38]([C@@H:30]([NH:29][C:27](=[O:28])[O:26][CH3:25])[CH2:31][CH2:32][C:33]=5[CH:34]=[CH:35]4)[C:39](=[O:46])[CH2:40]3)[NH:51][CH:8]=1)[CH:23]=[CH:22]2. The yield is 0.450. (2) The reactants are [NH2:1][C@H:2]([C:5]1[CH:10]=[CH:9][C:8]([F:11])=[CH:7][CH:6]=1)[CH2:3][OH:4].[C:12](O)(=[O:17])[CH2:13][CH2:14][CH:15]=[CH2:16].CCN=C=NCCCN(C)C. The catalyst is CN(C1C=CN=CC=1)C.C(Cl)Cl. The product is [F:11][C:8]1[CH:9]=[CH:10][C:5]([C@@H:2]([NH:1][C:12](=[O:17])[CH2:13][CH2:14][CH:15]=[CH2:16])[CH2:3][OH:4])=[CH:6][CH:7]=1. The yield is 0.900.